Dataset: Forward reaction prediction with 1.9M reactions from USPTO patents (1976-2016). Task: Predict the product of the given reaction. (1) Given the reactants [F:1][C:2]1[CH:7]=[CH:6][C:5]([F:8])=[CH:4][C:3]=1[CH:9]([S:20]([C:23]1[CH:28]=[CH:27][C:26]([F:29])=[CH:25][CH:24]=1)(=[O:22])=[O:21])[C:10]1[C:11]([CH3:19])=[CH:12][C:13]([C:16](O)=[O:17])=[N:14][CH:15]=1.Cl.[CH3:31][NH:32][CH3:33].ON1C2C=CC=CC=2N=N1.CN1CCOCC1.Cl.C(N=C=NCCCN(C)C)C, predict the reaction product. The product is: [F:1][C:2]1[CH:7]=[CH:6][C:5]([F:8])=[CH:4][C:3]=1[CH:9]([S:20]([C:23]1[CH:24]=[CH:25][C:26]([F:29])=[CH:27][CH:28]=1)(=[O:22])=[O:21])[C:10]1[C:11]([CH3:19])=[CH:12][C:13]([C:16]([N:32]([CH3:33])[CH3:31])=[O:17])=[N:14][CH:15]=1. (2) Given the reactants Br[C:2]1[CH:3]=[C:4]([C:8]2([C:20]3[CH:25]=[CH:24][N:23]=[CH:22][CH:21]=3)[C:12]3=[N:13][CH2:14][C:15]([F:18])([F:17])[CH2:16][N:11]3[C:10]([NH2:19])=[N:9]2)[CH:5]=[CH:6][CH:7]=1.[F:26][C:27]1[C:32](B(O)O)=[CH:31][CH:30]=[CH:29][N:28]=1, predict the reaction product. The product is: [F:17][C:15]1([F:18])[CH2:16][N:11]2[C:10]([NH2:19])=[N:9][C:8]([C:4]3[CH:5]=[CH:6][CH:7]=[C:2]([C:32]4[C:27]([F:26])=[N:28][CH:29]=[CH:30][CH:31]=4)[CH:3]=3)([C:20]3[CH:25]=[CH:24][N:23]=[CH:22][CH:21]=3)[C:12]2=[N:13][CH2:14]1. (3) The product is: [ClH:1].[ClH:1].[F:2][C:3]1[CH:4]=[CH:5][C:6]2[N:15]=[C:14]([N:16]3[CH2:24][CH2:25][N:20]([CH3:19])[C@@H:21]([CH2:26][CH2:27][S:28][CH3:29])[CH2:22]3)[C:13]3[CH:12]=[C:11]([CH3:17])[S:10][C:9]=3[NH:8][C:7]=2[CH:18]=1. Given the reactants [ClH:1].[F:2][C:3]1[CH:4]=[CH:5][C:6]2[N:15]=[C:14]([NH2:16])[C:13]3[CH:12]=[C:11]([CH3:17])[S:10][C:9]=3[NH:8][C:7]=2[CH:18]=1.[CH3:19][N:20]1[CH2:25][CH2:24]N[CH2:22][C@@H:21]1[CH2:26][CH2:27][S:28][CH3:29].C(N(C(C)C)CC)(C)C, predict the reaction product. (4) Given the reactants [Cl:1][C:2]1[CH:7]=[CH:6][CH:5]=[C:4]([CH:8]2[CH2:10][CH2:9]2)[C:3]=1[C:11]([N:13]1[C:21]2[C:16](=[C:17]([F:22])[CH:18]=[CH:19][CH:20]=2)[C:15](I)=[N:14]1)=[O:12].[NH:24]1[CH2:29][CH2:28][CH:27]([C:30]([O:32][CH3:33])=[O:31])[CH2:26][CH2:25]1.COC(C)(C)C.C(=O)([O-])[O-].[Cs+].[Cs+], predict the reaction product. The product is: [Cl:1][C:2]1[CH:7]=[CH:6][CH:5]=[C:4]([CH:8]2[CH2:10][CH2:9]2)[C:3]=1[C:11]([N:13]1[C:21]2[C:16](=[C:17]([F:22])[CH:18]=[CH:19][CH:20]=2)[C:15]([N:24]2[CH2:29][CH2:28][CH:27]([C:30]([O:32][CH3:33])=[O:31])[CH2:26][CH2:25]2)=[N:14]1)=[O:12]. (5) Given the reactants [CH2:1]([O:8][C:9]1[CH:28]=[CH:27][C:12]([CH2:13][N:14]2[C:22]3[CH:21]=[CH:20][CH:19]=[C:18]([C:23]([O:25]C)=[O:24])[C:17]=3[CH:16]=[CH:15]2)=[CH:11][C:10]=1[CH:29]([CH3:31])[CH3:30])[C:2]1[CH:7]=[CH:6][CH:5]=[CH:4][CH:3]=1.[OH-].[Na+], predict the reaction product. The product is: [CH2:1]([O:8][C:9]1[CH:28]=[CH:27][C:12]([CH2:13][N:14]2[C:22]3[CH:21]=[CH:20][CH:19]=[C:18]([C:23]([OH:25])=[O:24])[C:17]=3[CH:16]=[CH:15]2)=[CH:11][C:10]=1[CH:29]([CH3:31])[CH3:30])[C:2]1[CH:3]=[CH:4][CH:5]=[CH:6][CH:7]=1. (6) Given the reactants [OH:1][C:2]1[CH:10]=[CH:9][C:5]([C:6]([OH:8])=[O:7])=[CH:4][CH:3]=1.C1(C)C=CC(S(O)(=O)=O)=CC=1.[NH+]1C=CC=CC=1.[O:28]1[CH:33]=[CH:32][CH2:31][CH2:30][CH2:29]1, predict the reaction product. The product is: [O:28]1[CH2:33][CH2:32][CH2:31][CH2:30][CH:29]1[O:1][C:2]1[CH:10]=[CH:9][C:5]([C:6]([OH:8])=[O:7])=[CH:4][CH:3]=1. (7) Given the reactants [CH:10]1(N=C=N[CH:10]2[CH2:15][CH2:14][CH2:13][CH2:12][CH2:11]2)[CH2:15][CH2:14][CH2:13][CH2:12][CH2:11]1.[C:16]([NH:26][C@H:27]([C:31]([OH:33])=[O:32])[CH:28]([CH3:30])[CH3:29])([O:18][CH2:19][C:20]1[CH:25]=[CH:24][CH:23]=[CH:22][CH:21]=1)=[O:17], predict the reaction product. The product is: [C:16]([NH:26][C@H:27]([C:31]([O:33][C:31](=[O:32])[C@H:27]([CH:28]([CH3:29])[CH3:30])[NH:26][C:16]([O:18][CH2:19][C:10]1[CH:11]=[CH:12][CH:13]=[CH:14][CH:15]=1)=[O:17])=[O:32])[CH:28]([CH3:29])[CH3:30])([O:18][CH2:19][C:20]1[CH:25]=[CH:24][CH:23]=[CH:22][CH:21]=1)=[O:17].